From a dataset of Full USPTO retrosynthesis dataset with 1.9M reactions from patents (1976-2016). Predict the reactants needed to synthesize the given product. (1) Given the product [Br:1][C:2]1[CH:7]=[CH:6][N:5]=[C:4]2[N:8]([S:12]([C:15]3[CH:21]=[CH:20][C:18]([CH3:19])=[CH:17][CH:16]=3)(=[O:14])=[O:13])[C:9]([C:30]3[CH:31]=[CH:32][C:33]([N:36]4[CH2:37][CH2:38][O:39][CH2:40][CH2:41]4)=[CH:34][CH:35]=3)=[CH:10][C:3]=12, predict the reactants needed to synthesize it. The reactants are: [Br:1][C:2]1[CH:7]=[CH:6][N:5]=[C:4]2[N:8]([S:12]([C:15]3[CH:21]=[CH:20][C:18]([CH3:19])=[CH:17][CH:16]=3)(=[O:14])=[O:13])[C:9](I)=[CH:10][C:3]=12.CC1(C)C(C)(C)OB([C:30]2[CH:35]=[CH:34][C:33]([N:36]3[CH2:41][CH2:40][O:39][CH2:38][CH2:37]3)=[CH:32][CH:31]=2)O1.C([O-])(O)=O.[Na+]. (2) Given the product [N:37]12[CH2:38][CH2:39][CH:40]([CH2:41][CH2:42]1)[C:35]1([CH2:34][N:33]=[C:14]([NH:11][C:9]3[O:8][C:6]4[C:5]([N:10]=3)=[CH:4][CH:3]=[C:2]([CH3:1])[N:7]=4)[NH:43]1)[CH2:36]2, predict the reactants needed to synthesize it. The reactants are: [CH3:1][C:2]1[N:7]=[C:6]2[O:8][C:9]([NH2:11])=[N:10][C:5]2=[CH:4][CH:3]=1.[H-].[Na+].[C:14](N1C=CC=CC1=O)(N1C=CC=CC1=O)=S.[N-]=C=S.[NH2:33][CH2:34][C:35]1([NH2:43])[CH:40]2[CH2:41][CH2:42][N:37]([CH2:38][CH2:39]2)[CH2:36]1.C([O-])([O-])=O.[Cs+].[Cs+].